Dataset: Peptide-MHC class I binding affinity with 185,985 pairs from IEDB/IMGT. Task: Regression. Given a peptide amino acid sequence and an MHC pseudo amino acid sequence, predict their binding affinity value. This is MHC class I binding data. (1) The peptide sequence is YVFPVIFSR. The MHC is HLA-A29:02 with pseudo-sequence HLA-A29:02. The binding affinity (normalized) is 0.449. (2) The peptide sequence is SLIVKCMPY. The MHC is HLA-A26:03 with pseudo-sequence HLA-A26:03. The binding affinity (normalized) is 0.315. (3) The peptide sequence is AENLWVTVY. The MHC is Mamu-A2201 with pseudo-sequence Mamu-A2201. The binding affinity (normalized) is 0.387. (4) The peptide sequence is ELVKHGLRAL. The MHC is HLA-A02:02 with pseudo-sequence HLA-A02:02. The binding affinity (normalized) is 0.106. (5) The peptide sequence is AQHSTTLFK. The MHC is HLA-A11:01 with pseudo-sequence HLA-A11:01. The binding affinity (normalized) is 0.362. (6) The peptide sequence is WASRELERF. The MHC is HLA-B40:02 with pseudo-sequence HLA-B40:02. The binding affinity (normalized) is 0. (7) The peptide sequence is ALTDLGLIYT. The MHC is HLA-A68:02 with pseudo-sequence HLA-A68:02. The binding affinity (normalized) is 0.0549.